Dataset: Catalyst prediction with 721,799 reactions and 888 catalyst types from USPTO. Task: Predict which catalyst facilitates the given reaction. (1) Reactant: [CH2:1]([N:8]1[C@H:13]([CH3:14])[CH2:12][CH:11]([NH:15][C:16]2[C:17]([CH3:30])=[C:18]([CH:23]=[C:24]([C:26]([F:29])([F:28])[F:27])[CH:25]=2)[C:19]([O:21][CH3:22])=[O:20])[CH2:10][C@H:9]1[CH3:31])[C:2]1[CH:7]=[CH:6][CH:5]=[CH:4][CH:3]=1.[CH:32](=O)[CH3:33].C(O[BH-](OC(=O)C)OC(=O)C)(=O)C.[Na+]. Product: [CH2:1]([N:8]1[C@H:13]([CH3:14])[CH2:12][CH:11]([N:15]([CH2:32][CH3:33])[C:16]2[C:17]([CH3:30])=[C:18]([CH:23]=[C:24]([C:26]([F:29])([F:27])[F:28])[CH:25]=2)[C:19]([O:21][CH3:22])=[O:20])[CH2:10][C@H:9]1[CH3:31])[C:2]1[CH:7]=[CH:6][CH:5]=[CH:4][CH:3]=1. The catalyst class is: 585. (2) Product: [F:38][C:35]([F:36])([F:37])[O:34][C:31]1[CH:32]=[CH:33][C:28](/[CH:27]=[CH:26]/[C:23]2[O:24][CH:25]=[C:21]([CH2:20][O:18][C:15]3[CH:14]=[CH:13][C:12]([CH2:11][CH2:10][CH2:9][CH2:8][C:7]4[N:6]=[N:5][NH:4][N:3]=4)=[CH:17][CH:16]=3)[N:22]=2)=[CH:29][CH:30]=1. The catalyst class is: 35. Reactant: [H-].[Na+].[NH:3]1[C:7]([CH2:8][CH2:9][CH2:10][CH2:11][C:12]2[CH:17]=[CH:16][C:15]([OH:18])=[CH:14][CH:13]=2)=[N:6][N:5]=[N:4]1.Cl[CH2:20][C:21]1[N:22]=[C:23]([CH:26]=[CH:27][C:28]2[CH:33]=[CH:32][C:31]([O:34][C:35]([F:38])([F:37])[F:36])=[CH:30][CH:29]=2)[O:24][CH:25]=1.Cl. (3) Reactant: [Br:1][C:2]1[S:6][C:5]([C:7](=[O:13])[C:8]([O:10]CC)=[O:9])=[CH:4][CH:3]=1.[OH-].[Na+]. Product: [Br:1][C:2]1[S:6][C:5]([C:7](=[O:13])[C:8]([OH:10])=[O:9])=[CH:4][CH:3]=1. The catalyst class is: 87. (4) Reactant: [F:1][C:2]([F:14])([F:13])[C:3]1[CH:4]=[C:5]([NH:9][C:10]([NH2:12])=[O:11])[CH:6]=[CH:7][CH:8]=1.[C:15]([C:17]1[CH:24]=[CH:23][C:20]([CH:21]=O)=[CH:19][CH:18]=1)#[N:16].O=[C:26]([CH3:33])[CH2:27][C:28]([O:30][CH2:31][CH3:32])=[O:29]. Product: [C:15]([C:17]1[CH:24]=[CH:23][C:20]([CH:21]2[C:27]([C:28]([O:30][CH2:31][CH3:32])=[O:29])=[C:26]([CH3:33])[N:9]([C:5]3[CH:6]=[CH:7][CH:8]=[C:3]([C:2]([F:13])([F:14])[F:1])[CH:4]=3)[C:10](=[O:11])[NH:12]2)=[CH:19][CH:18]=1)#[N:16]. The catalyst class is: 7. (5) Reactant: [CH3:1][C:2]1[CH:7]=[CH:6][N:5]=[C:4]2[CH:8]=[CH:9][N:10](S(C3C=CC=CC=3)(=O)=O)[C:3]=12.[OH-].[Na+]. Product: [CH3:1][C:2]1[CH:7]=[CH:6][N:5]=[C:4]2[CH:8]=[CH:9][NH:10][C:3]=12. The catalyst class is: 8. (6) Reactant: [F:1][C:2]1[CH:10]=[CH:9][C:5]([C:6]([NH2:8])=[O:7])=[CH:4][C:3]=1[C:11]([F:14])([F:13])[F:12].C(Cl)(=O)[C:16](Cl)=[O:17]. Product: [F:1][C:2]1[CH:10]=[CH:9][C:5]([C:6]([N:8]=[C:16]=[O:17])=[O:7])=[CH:4][C:3]=1[C:11]([F:12])([F:13])[F:14]. The catalyst class is: 344. (7) Reactant: [NH2:1][CH2:2][C:3]1[C:4]([NH:19][C@H:20]([C:23]2[CH:28]=[CH:27][C:26]([F:29])=[CH:25][CH:24]=2)[CH2:21][OH:22])=[N:5][C:6]([NH:10][C:11]2[CH:15]=[C:14]([CH:16]3[CH2:18][CH2:17]3)[NH:13][N:12]=2)=[C:7]([F:9])[CH:8]=1.[CH3:30][S:31](O)(=[O:33])=[O:32].CCN(C(C)C)C(C)C. Product: [CH:16]1([C:14]2[NH:13][N:12]=[C:11]([NH:10][C:6]3[N:5]=[C:4]([NH:19][C@H:20]([C:23]4[CH:24]=[CH:25][C:26]([F:29])=[CH:27][CH:28]=4)[CH2:21][OH:22])[C:3]([CH2:2][NH:1][S:31]([CH3:30])(=[O:33])=[O:32])=[CH:8][C:7]=3[F:9])[CH:15]=2)[CH2:18][CH2:17]1. The catalyst class is: 251. (8) The catalyst class is: 2. Product: [Br:8][C:6]1[CH:7]=[C:2]([NH:1][C:12](=[O:13])[C:11]2[CH:15]=[CH:16][C:17]([F:19])=[CH:18][C:10]=2[F:9])[CH:3]=[N:4][CH:5]=1. Reactant: [NH2:1][C:2]1[CH:3]=[N:4][CH:5]=[C:6]([Br:8])[CH:7]=1.[F:9][C:10]1[CH:18]=[C:17]([F:19])[CH:16]=[CH:15][C:11]=1[C:12](Cl)=[O:13]. (9) Reactant: [Cl:1][CH2:2][C:3]([N:5]1[CH2:9][C@H:8]([O:10][Si](C)(C)C)[CH2:7][C@H:6]1[C:15]([O:17][Si](C)(C)C)=[O:16])=[O:4].[F-].[Na+]. Product: [Cl:1][CH2:2][C:3]([N:5]1[CH2:9][C@H:8]([OH:10])[CH2:7][C@H:6]1[C:15]([OH:17])=[O:16])=[O:4]. The catalyst class is: 10.